Dataset: Reaction yield outcomes from USPTO patents with 853,638 reactions. Task: Predict the reaction yield, written as a fraction of the theoretical maximum amount of product (1.0 means a 100% yield; for example, 0.34 means a 34% yield). The reactants are [Cl:1][C:2]1[C:7]([O:8][CH2:9][CH3:10])=[CH:6][C:5]([CH2:11][OH:12])=[CH:4][C:3]=1[O:13][CH2:14][CH3:15]. The catalyst is C1COCC1.O=[Mn]=O. The product is [Cl:1][C:2]1[C:7]([O:8][CH2:9][CH3:10])=[CH:6][C:5]([CH:11]=[O:12])=[CH:4][C:3]=1[O:13][CH2:14][CH3:15]. The yield is 0.920.